This data is from hERG potassium channel inhibition data for cardiac toxicity prediction from Karim et al.. The task is: Regression/Classification. Given a drug SMILES string, predict its toxicity properties. Task type varies by dataset: regression for continuous values (e.g., LD50, hERG inhibition percentage) or binary classification for toxic/non-toxic outcomes (e.g., AMES mutagenicity, cardiotoxicity, hepatotoxicity). Dataset: herg_karim. (1) The compound is Cc1ccc(C(=O)NC2CC2)cc1-n1cnc2ccc(N3CCN(C)CC3)cc2c1=O. The result is 0 (non-blocker). (2) The drug is Cc1ccc(C(=O)Nc2cccc(C(F)(F)F)c2)cc1Nc1nc(-c2cccnc2)nc2c1cnn2C. The result is 0 (non-blocker). (3) The drug is COC1COCCC1N[C@@H]1C[C@H]2C[C@@H](O)C[C@@]2(C(=O)N2CCc3ncc(C(F)(F)F)cc3C2)C1. The result is 0 (non-blocker).